This data is from Catalyst prediction with 721,799 reactions and 888 catalyst types from USPTO. The task is: Predict which catalyst facilitates the given reaction. (1) Reactant: [Br:1][C:2]1[CH:7]=[C:6]([F:8])[C:5]([N+:9]([O-])=O)=[CH:4][C:3]=1[CH:12]([F:14])[F:13].[NH4+].[Cl-]. Product: [Br:1][C:2]1[C:3]([CH:12]([F:13])[F:14])=[CH:4][C:5]([NH2:9])=[C:6]([F:8])[CH:7]=1. The catalyst class is: 314. (2) Reactant: C1(C[N:8]2[CH2:12][CH2:11][CH2:10][C@H:9]2[C:13]2([N:16]3[CH2:20][CH2:19][CH2:18][CH2:17]3)[CH2:15][CH2:14]2)C=CC=CC=1.[ClH:21]. Product: [ClH:21].[NH:8]1[CH2:12][CH2:11][CH2:10][C@H:9]1[C:13]1([N:16]2[CH2:20][CH2:19][CH2:18][CH2:17]2)[CH2:14][CH2:15]1. The catalyst class is: 5. (3) Reactant: [Cl-].O[NH3+:3].[C:4](=[O:7])([O-])[OH:5].[Na+].CS(C)=O.[OH:13][C:14]1([CH2:20][N:21]2[C:26](=[O:27])[C:25]([CH2:28][C:29]3[CH:34]=[CH:33][C:32]([C:35]4[C:36]([C:41]#[N:42])=[CH:37][CH:38]=[CH:39][CH:40]=4)=[CH:31][CH:30]=3)=[C:24]([CH2:43][CH2:44][CH3:45])[N:23]=[C:22]2[CH3:46])[CH2:19][CH2:18][O:17][CH2:16][CH2:15]1. Product: [OH:13][C:14]1([CH2:20][N:21]2[C:26](=[O:27])[C:25]([CH2:28][C:29]3[CH:34]=[CH:33][C:32]([C:35]4[CH:40]=[CH:39][CH:38]=[CH:37][C:36]=4[C:41]4[NH:3][C:4](=[O:7])[O:5][N:42]=4)=[CH:31][CH:30]=3)=[C:24]([CH2:43][CH2:44][CH3:45])[N:23]=[C:22]2[CH3:46])[CH2:19][CH2:18][O:17][CH2:16][CH2:15]1. The catalyst class is: 13. (4) Reactant: F[C:2]1[CH:3]=[CH:4][C:5]([N+:9]([O-:11])=[O:10])=[C:6]([CH3:8])[CH:7]=1.[I:12][C:13]1[CH:14]=[N:15][NH:16][CH:17]=1.C(=O)([O-])[O-].[K+].[K+]. Product: [I:12][C:13]1[CH:14]=[N:15][N:16]([C:2]2[CH:3]=[CH:4][C:5]([N+:9]([O-:11])=[O:10])=[C:6]([CH3:8])[CH:7]=2)[CH:17]=1. The catalyst class is: 3. (5) Reactant: FC(F)(F)C([NH:5][C@@H:6]1[C:15]2[C:10](=[CH:11][CH:12]=[C:13]([F:16])[CH:14]=2)[C@H:9]([OH:17])[CH2:8][CH2:7]1)=O.[OH-].[Na+]. The catalyst class is: 24. Product: [NH2:5][C@@H:6]1[C:15]2[C:10](=[CH:11][CH:12]=[C:13]([F:16])[CH:14]=2)[C@H:9]([OH:17])[CH2:8][CH2:7]1. (6) Reactant: C(OC([NH:8][CH2:9][C:10]([O:12][CH2:13][C@@H:14]([O:48][C:49](=[O:59])[CH2:50][NH:51]C(OC(C)(C)C)=O)[CH2:15][O:16][C:17]1[CH:22]=[CH:21][C:20]([C:23]2[C:28]([C:29]#[N:30])=[C:27]([S:31][CH2:32][C:33]3[N:34]=[C:35]([C:38]4[CH:43]=[CH:42][C:41]([Cl:44])=[CH:40][CH:39]=4)[O:36][CH:37]=3)[N:26]=[C:25]([NH2:45])[C:24]=2[C:46]#[N:47])=[CH:19][CH:18]=1)=[O:11])=O)(C)(C)C.[ClH:60]. Product: [ClH:44].[ClH:60].[NH2:8][CH2:9][C:10]([O:12][CH2:13][C@@H:14]([O:48][C:49](=[O:59])[CH2:50][NH2:51])[CH2:15][O:16][C:17]1[CH:18]=[CH:19][C:20]([C:23]2[C:28]([C:29]#[N:30])=[C:27]([S:31][CH2:32][C:33]3[N:34]=[C:35]([C:38]4[CH:43]=[CH:42][C:41]([Cl:44])=[CH:40][CH:39]=4)[O:36][CH:37]=3)[N:26]=[C:25]([NH2:45])[C:24]=2[C:46]#[N:47])=[CH:21][CH:22]=1)=[O:11]. The catalyst class is: 12. (7) Reactant: [F:1][CH:2]([F:8])[C:3](OCC)=[O:4].O.[NH2:10][NH2:11].[C:12]1([C:18]2[C:28]([C:29]3[CH:34]=[CH:33][C:32]([C:35]4([NH:39][C:40](=[O:46])[O:41][C:42]([CH3:45])([CH3:44])[CH3:43])[CH2:38][CH2:37][CH2:36]4)=[CH:31][CH:30]=3)=[N:27][C:21]3[O:22][CH2:23][C:24](=S)[NH:25][C:20]=3[CH:19]=2)[CH:17]=[CH:16][CH:15]=[CH:14][CH:13]=1. Product: [F:1][CH:2]([F:8])[C:3]([NH:10]/[N:11]=[C:24]1/[NH:25][C:20]2[CH:19]=[C:18]([C:12]3[CH:13]=[CH:14][CH:15]=[CH:16][CH:17]=3)[C:28]([C:29]3[CH:30]=[CH:31][C:32]([C:35]4([NH:39][C:40](=[O:46])[O:41][C:42]([CH3:45])([CH3:43])[CH3:44])[CH2:36][CH2:37][CH2:38]4)=[CH:33][CH:34]=3)=[N:27][C:21]=2[O:22][CH2:23]/1)=[O:4]. The catalyst class is: 9. (8) Reactant: [Cl-].[CH3:2][O:3][C:4]1[CH:5]=[C:6]([CH:31]=[CH:32][CH:33]=1)[C:7]([NH:9][C:10]1[CH:24]=[CH:23][C:13]([O:14][CH2:15][CH2:16][NH+:17]2[CH2:22][CH2:21][O:20][CH2:19][CH2:18]2)=[C:12]([C:25]2[N:29]([CH3:30])[N:28]=[CH:27][CH:26]=2)[CH:11]=1)=[O:8].[OH-].[Na+]. Product: [OH2:3].[CH3:2][O:3][C:4]1[CH:5]=[C:6]([CH:31]=[CH:32][CH:33]=1)[C:7]([NH:9][C:10]1[CH:24]=[CH:23][C:13]([O:14][CH2:15][CH2:16][N:17]2[CH2:18][CH2:19][O:20][CH2:21][CH2:22]2)=[C:12]([C:25]2[N:29]([CH3:30])[N:28]=[CH:27][CH:26]=2)[CH:11]=1)=[O:8]. The catalyst class is: 6. (9) Reactant: C[O:2][C:3]1[CH:8]=[C:7]([C:9]([F:12])([F:11])[F:10])[CH:6]=[C:5]([N+:13]([O-:15])=[O:14])[CH:4]=1.N1C=CC=CC=1.Cl. Product: [N+:13]([C:5]1[CH:4]=[C:3]([OH:2])[CH:8]=[C:7]([C:9]([F:10])([F:11])[F:12])[CH:6]=1)([O-:15])=[O:14]. The catalyst class is: 2.